From a dataset of Catalyst prediction with 721,799 reactions and 888 catalyst types from USPTO. Predict which catalyst facilitates the given reaction. Reactant: Br[C:2]1[CH:3]=[N:4][C:5]([O:10][CH3:11])=[C:6]([CH:9]=1)[C:7]#[N:8].B1(B2OC(C)(C)C(C)(C)O2)OC(C)(C)C(C)(C)O1.C([O-])(=O)C.[K+].B(O)O.[Cl:38][C:39]1[N:44]=[C:43](Cl)[CH:42]=[CH:41][N:40]=1.C(=O)([O-])[O-].[Na+].[Na+]. Product: [Cl:38][C:39]1[N:44]=[C:43]([C:2]2[CH:3]=[N:4][C:5]([O:10][CH3:11])=[C:6]([CH:9]=2)[C:7]#[N:8])[CH:42]=[CH:41][N:40]=1. The catalyst class is: 38.